This data is from Forward reaction prediction with 1.9M reactions from USPTO patents (1976-2016). The task is: Predict the product of the given reaction. (1) The product is: [Br:1][C:2]1[CH:10]=[CH:9][C:5]([C:6]([N:26]2[CH2:27][CH2:28][N:23]([C:20]3[C:19]([CH3:29])=[CH:18][C:17]([CH2:15][CH3:16])=[CH:22][N:21]=3)[CH2:24][CH2:25]2)=[O:8])=[C:4]([S:11]([CH3:14])(=[O:13])=[O:12])[CH:3]=1. Given the reactants [Br:1][C:2]1[CH:10]=[CH:9][C:5]([C:6]([OH:8])=O)=[C:4]([S:11]([CH3:14])(=[O:13])=[O:12])[CH:3]=1.[CH2:15]([C:17]1[CH:18]=[C:19]([CH3:29])[C:20]([N:23]2[CH2:28][CH2:27][NH:26][CH2:25][CH2:24]2)=[N:21][CH:22]=1)[CH3:16], predict the reaction product. (2) Given the reactants Br[CH2:2][C:3]1[CH:22]=[CH:21][C:6](/[CH:7]=[CH:8]/[C@@H:9]2[CH2:13][CH2:12][CH2:11][N:10]2[C:14]([O:16][C:17]([CH3:20])([CH3:19])[CH3:18])=[O:15])=[CH:5][CH:4]=1.[N+:23]([C:26]1[CH:39]=[CH:38][C:29]([CH2:30][NH:31][C:32]2[CH:37]=[CH:36][CH:35]=[CH:34][CH:33]=2)=[CH:28][CH:27]=1)([O-:25])=[O:24].C(=O)([O-])[O-].[K+].[K+].ClCCl, predict the reaction product. The product is: [N+:23]([C:26]1[CH:27]=[CH:28][C:29]([CH2:30][N:31]([CH2:2][C:3]2[CH:22]=[CH:21][C:6](/[CH:7]=[CH:8]/[C@@H:9]3[CH2:13][CH2:12][CH2:11][N:10]3[C:14]([O:16][C:17]([CH3:20])([CH3:19])[CH3:18])=[O:15])=[CH:5][CH:4]=2)[C:32]2[CH:37]=[CH:36][CH:35]=[CH:34][CH:33]=2)=[CH:38][CH:39]=1)([O-:25])=[O:24]. (3) Given the reactants [C:1]([O:5][C:6]([N:8]1[CH2:13][C@H:12]([C:14]([N:16]2[CH2:21][CH2:20][O:19][CH2:18][CH2:17]2)=[O:15])[CH2:11][C@H:10]([N:22]([C:27](=[O:31])[C:28](O)=[O:29])[CH2:23][CH:24]([CH3:26])[CH3:25])[CH2:9]1)=[O:7])([CH3:4])([CH3:3])[CH3:2].C1C=CC2N(O)N=NC=2C=1.CCN=C=NCCCN(C)C.Cl.[F:54][C:55]1[CH:61]=[CH:60][C:58]([NH2:59])=[C:57]([NH:62][CH2:63][CH2:64][CH2:65][CH2:66][O:67][CH3:68])[CH:56]=1.C(N(C(C)C)CC)(C)C, predict the reaction product. The product is: [F:54][C:55]1[CH:61]=[CH:60][C:58]([NH:59][C:28](=[O:29])[C:27]([N:22]([CH2:23][CH:24]([CH3:26])[CH3:25])[C@H:10]2[CH2:11][C@@H:12]([C:14]([N:16]3[CH2:21][CH2:20][O:19][CH2:18][CH2:17]3)=[O:15])[CH2:13][N:8]([C:6]([O:5][C:1]([CH3:3])([CH3:2])[CH3:4])=[O:7])[CH2:9]2)=[O:31])=[C:57]([NH:62][CH2:63][CH2:64][CH2:65][CH2:66][O:67][CH3:68])[CH:56]=1. (4) Given the reactants [Br:1][C:2]1[CH:3]=[C:4]2[C:10]([CH3:11])=[N:9][NH:8][C:5]2=[N:6][CH:7]=1.[H-].[Na+].Cl[CH2:15][O:16][CH2:17][CH2:18][Si:19]([CH3:22])([CH3:21])[CH3:20], predict the reaction product. The product is: [Br:1][C:2]1[CH:3]=[C:4]2[C:10]([CH3:11])=[N:9][N:8]([CH2:15][O:16][CH2:17][CH2:18][Si:19]([CH3:22])([CH3:21])[CH3:20])[C:5]2=[N:6][CH:7]=1. (5) The product is: [F:32][C:28]1[C:29]([F:31])=[CH:30][C:25]([C:22]2[CH:23]=[CH:24][C:19]([O:18][CH2:17][C:14]3[CH:15]=[C:16]4[C:11]([CH:10]=[CH:9][NH:8]4)=[CH:12][CH:13]=3)=[CH:20][CH:21]=2)=[C:26]([O:33][CH3:34])[CH:27]=1. Given the reactants C(OC([N:8]1[C:16]2[C:11](=[CH:12][CH:13]=[C:14]([CH2:17][O:18][C:19]3[CH:24]=[CH:23][C:22]([C:25]4[CH:30]=[C:29]([F:31])[C:28]([F:32])=[CH:27][C:26]=4[O:33][CH3:34])=[CH:21][CH:20]=3)[CH:15]=2)[CH:10]=[CH:9]1)=O)(C)(C)C, predict the reaction product. (6) Given the reactants C(OC(=O)[N:7]([CH:27]([CH3:29])[CH3:28])[C:8]1[C:9]2[N:10]([C:14]([C:17]3[CH:22]=[CH:21][N:20]=[C:19](S(C)(=O)=O)[N:18]=3)=[CH:15][N:16]=2)[CH:11]=[CH:12][N:13]=1)(C)(C)C.[NH2:31][C:32]1[CH:37]=[CH:36][CH:35]=[CH:34][CH:33]=1.Cl, predict the reaction product. The product is: [CH:27]([NH:7][C:8]1[C:9]2[N:10]([C:14]([C:17]3[CH:22]=[CH:21][N:20]=[C:19]([NH:31][C:32]4[CH:37]=[CH:36][CH:35]=[CH:34][CH:33]=4)[N:18]=3)=[CH:15][N:16]=2)[CH:11]=[CH:12][N:13]=1)([CH3:28])[CH3:29]. (7) Given the reactants [F:1][C:2]1[CH:7]=[CH:6][C:5]([C:8]2[N:9]=[C:10]([S:20][CH2:21][CH2:22][N:23]3C(=O)C4C(=CC=CC=4)C3=O)[N:11]([CH3:19])[C:12]=2[C:13]2[CH:18]=[CH:17][N:16]=[CH:15][CH:14]=2)=[CH:4][CH:3]=1.[OH-].[Na+], predict the reaction product. The product is: [F:1][C:2]1[CH:7]=[CH:6][C:5]([C:8]2[N:9]=[C:10]([S:20][CH2:21][CH2:22][NH2:23])[N:11]([CH3:19])[C:12]=2[C:13]2[CH:14]=[CH:15][N:16]=[CH:17][CH:18]=2)=[CH:4][CH:3]=1.